The task is: Predict the product of the given reaction.. This data is from Forward reaction prediction with 1.9M reactions from USPTO patents (1976-2016). (1) Given the reactants [Na].[OH:2][C:3]1[CH:10]=[CH:9][C:6]([CH:7]=[O:8])=[CH:5][CH:4]=1.[Cl:11][P:12]1([Cl:22])[N:17]=[P:16](Cl)([Cl:18])[N:15]=[P:14]([Cl:21])([Cl:20])[N:13]=1, predict the reaction product. The product is: [Cl:20][P:14]1([Cl:21])[N:15]=[P:16]([Cl:18])([O:2][C:3]2[CH:10]=[CH:9][C:6]([CH:7]=[O:8])=[CH:5][CH:4]=2)[N:17]=[P:12]([Cl:22])([Cl:11])[N:13]=1. (2) The product is: [Cl:20][C:5]1[C:6]([NH:8][C@@H:9]2[CH2:14][CH2:13][CH2:12][CH2:11][C@H:10]2[NH:15][S:16]([CH3:19])(=[O:18])=[O:17])=[N:7][C:2]([NH:21][C:22]2[C:23]([O:35][CH3:36])=[CH:24][C:25]3[N:31]([CH3:32])[C:30](=[O:33])[O:29][CH2:28][CH2:27][C:26]=3[CH:34]=2)=[N:3][CH:4]=1. Given the reactants Cl[C:2]1[N:7]=[C:6]([NH:8][C@@H:9]2[CH2:14][CH2:13][CH2:12][CH2:11][C@H:10]2[NH:15][S:16]([CH3:19])(=[O:18])=[O:17])[C:5]([Cl:20])=[CH:4][N:3]=1.[NH2:21][C:22]1[C:23]([O:35][CH3:36])=[CH:24][C:25]2[N:31]([CH3:32])[C:30](=[O:33])[O:29][CH2:28][CH2:27][C:26]=2[CH:34]=1.C(O)(C)C, predict the reaction product. (3) Given the reactants Cl.[NH2:2][OH:3].C(=O)(O)[O-].[Na+].[CH:9]1([CH2:15][C:16]#[N:17])[CH2:14][CH2:13][CH2:12][CH2:11][CH2:10]1.C1(C)C=CC=CC=1, predict the reaction product. The product is: [CH:9]1([CH2:15][C:16](=[NH:17])[NH:2][OH:3])[CH2:14][CH2:13][CH2:12][CH2:11][CH2:10]1. (4) Given the reactants Br[CH2:2][C:3]([O:5][CH2:6][CH3:7])=[O:4].C=C[C@@H]1[C@@H]2C[C@H]([C@@H](O)C3C4C(=CC=CC=4)N=CC=3)N(CC2)C1.N1C=CC=CC=1.[CH3:36][NH:37][C:38]([C:40]1[CH:49]=[CH:48][C:47]2[C:42](=[CH:43][CH:44]=[C:45]([C:50]([C:52]3[N:53]=[CH:54][N:55]([C:57]([C:70]4[CH:75]=[CH:74][CH:73]=[CH:72][CH:71]=4)([C:64]4[CH:69]=[CH:68][CH:67]=[CH:66][CH:65]=4)[C:58]4[CH:63]=[CH:62][CH:61]=[CH:60][CH:59]=4)[CH:56]=3)=[O:51])[CH:46]=2)[CH:41]=1)=[O:39], predict the reaction product. The product is: [OH:51][C@@:50]([C:45]1[CH:44]=[CH:43][C:42]2[C:47](=[CH:48][CH:49]=[C:40]([C:38]([NH:37][CH3:36])=[O:39])[CH:41]=2)[CH:46]=1)([C:52]1[N:53]=[CH:54][N:55]([C:57]([C:58]2[CH:63]=[CH:62][CH:61]=[CH:60][CH:59]=2)([C:70]2[CH:71]=[CH:72][CH:73]=[CH:74][CH:75]=2)[C:64]2[CH:69]=[CH:68][CH:67]=[CH:66][CH:65]=2)[CH:56]=1)[CH2:2][C:3]([O:5][CH2:6][CH3:7])=[O:4]. (5) Given the reactants [CH:1]1([C:4]([C:6]2[CH:7]=[N:8][C:9]3[C:14]([C:15]=2[NH:16][C:17]2[CH:18]=[CH:19][C:20]([N:23]4[CH2:28][CH2:27][CH2:26][C@@H:25]([NH:29]C(=O)OC(C)(C)C)[CH2:24]4)=[N:21][CH:22]=2)=[N:13][C:12]([C:37]2[CH:42]=[C:41]([Cl:43])[C:40]([OH:44])=[C:39]([Cl:45])[CH:38]=2)=[CH:11][CH:10]=3)=[O:5])C[CH2:2]1.C(O)(C(F)(F)F)=O, predict the reaction product. The product is: [ClH:43].[ClH:43].[ClH:43].[NH2:29][C@@H:25]1[CH2:26][CH2:27][CH2:28][N:23]([C:20]2[N:21]=[CH:22][C:17]([NH:16][C:15]3[C:14]4[C:9](=[CH:10][CH:11]=[C:12]([C:37]5[CH:38]=[C:39]([Cl:45])[C:40]([OH:44])=[C:41]([Cl:43])[CH:42]=5)[N:13]=4)[N:8]=[CH:7][C:6]=3[C:4](=[O:5])[CH2:1][CH3:2])=[CH:18][CH:19]=2)[CH2:24]1. (6) Given the reactants [NH2:1][C:2]1[C:7]([Cl:8])=[C:6]([O:9][C:10]2[CH:15]=[CH:14][CH:13]=[CH:12][CH:11]=2)[N:5]=[C:4]([C:16]([O:18]C)=[O:17])[C:3]=1[Cl:20].[OH-].[Na+].Cl, predict the reaction product. The product is: [NH2:1][C:2]1[C:7]([Cl:8])=[C:6]([O:9][C:10]2[CH:15]=[CH:14][CH:13]=[CH:12][CH:11]=2)[N:5]=[C:4]([C:16]([OH:18])=[O:17])[C:3]=1[Cl:20]. (7) The product is: [C:3]([C:7]1[CH:8]=[C:9]([N+:17]([O-:19])=[O:18])[C:10]([O:15][CH3:16])=[C:11]([S:13]([CH3:14])=[O:31])[CH:12]=1)([CH3:6])([CH3:4])[CH3:5]. Given the reactants OO.[C:3]([C:7]1[CH:8]=[C:9]([N+:17]([O-:19])=[O:18])[C:10]([O:15][CH3:16])=[C:11]([S:13][CH3:14])[CH:12]=1)([CH3:6])([CH3:5])[CH3:4].C(C1C=C([N+]([O-])=O)C([O:31]C)=C(C=1)N)(C)(C)C, predict the reaction product. (8) Given the reactants [Br:1][C:2]1[CH:22]=[CH:21][C:5]([CH2:6][C@@H:7]2[C:11]3=[N:12][C:13]4[CH:18]=[CH:17][C:16]([F:19])=[CH:15][C:14]=4[N:10]3[C:9](=[O:20])[NH:8]2)=[CH:4][CH:3]=1.BrC1C=CC(C[C@@H]2C3=NC4C=C(F)C=CC=4N3C(=O)N2)=CC=1.Cl.[NH2:46][C:47]12[CH2:54][CH2:53][C:50]([OH:55])([CH2:51][CH2:52]1)[CH2:49][CH2:48]2.C(O)(C(F)(F)F)=O, predict the reaction product. The product is: [Br:1][C:2]1[CH:22]=[CH:21][C:5]([CH2:6][C@@H:7]([NH:8][C:9]([NH:46][C:47]23[CH2:54][CH2:53][C:50]([OH:55])([CH2:51][CH2:52]2)[CH2:49][CH2:48]3)=[O:20])[C:11]2[NH:10][C:14]3[CH:15]=[C:16]([F:19])[CH:17]=[CH:18][C:13]=3[N:12]=2)=[CH:4][CH:3]=1. (9) Given the reactants NC1C=NN(CC(F)F)C=1N1CCCC(O)CC1.Br[C:20]1[N:24]([CH2:25][C:26]([F:29])([F:28])[F:27])[N:23]=[CH:22][C:21]=1[N+:30]([O-])=O.[NH:33]1[CH2:39][CH2:38][CH2:37][C@@H:36]([NH:40][C:41](=[O:46])[C:42]([F:45])([F:44])[F:43])[CH2:35][CH2:34]1, predict the reaction product. The product is: [NH2:30][C:21]1[CH:22]=[N:23][N:24]([CH2:25][C:26]([F:29])([F:28])[F:27])[C:20]=1[N:33]1[CH2:39][CH2:38][CH2:37][C@@H:36]([NH:40][C:41](=[O:46])[C:42]([F:44])([F:43])[F:45])[CH2:35][CH2:34]1.